This data is from Catalyst prediction with 721,799 reactions and 888 catalyst types from USPTO. The task is: Predict which catalyst facilitates the given reaction. (1) Reactant: C(=O)([O-])[O-].[K+].[K+].Cl[CH2:8][C:9]1[CH:26]=[CH:25][CH:24]=[CH:23][C:10]=1[CH2:11][N:12]1[C:20](=[O:21])[C:19]2[C:14](=[CH:15][CH:16]=[CH:17][CH:18]=2)[C:13]1=[O:22].[Cl:27][C:28]1[CH:29]=[C:30]([CH:42]=[CH:43][C:44]=1[O:45][CH3:46])[CH2:31][N:32]1[C:37]([CH3:38])=[CH:36][C:35]([OH:39])=[C:34]([I:40])[C:33]1=[O:41]. Product: [Cl:27][C:28]1[CH:29]=[C:30]([CH:42]=[CH:43][C:44]=1[O:45][CH3:46])[CH2:31][N:32]1[C:37]([CH3:38])=[CH:36][C:35]([O:39][CH2:8][C:9]2[CH:26]=[CH:25][CH:24]=[CH:23][C:10]=2[CH2:11][N:12]2[C:20](=[O:21])[C:19]3[C:14](=[CH:15][CH:16]=[CH:17][CH:18]=3)[C:13]2=[O:22])=[C:34]([I:40])[C:33]1=[O:41]. The catalyst class is: 3. (2) Reactant: [CH3:1][C:2]1[CH:3]=[C:4]([S:8][C:9]2[CH:14]=[CH:13][C:12]([S:15]([N:18]([CH2:30][CH2:31][N:32]3[CH2:37][CH2:36][O:35][CH2:34][CH2:33]3)[C@@H:19]([C:23]([O:25]C(C)(C)C)=[O:24])[CH:20]([CH3:22])[CH3:21])(=[O:17])=[O:16])=[CH:11][CH:10]=2)[CH:5]=[CH:6][CH:7]=1.[ClH:38]. Product: [ClH:38].[CH3:1][C:2]1[CH:3]=[C:4]([S:8][C:9]2[CH:10]=[CH:11][C:12]([S:15]([N:18]([CH2:30][CH2:31][N:32]3[CH2:37][CH2:36][O:35][CH2:34][CH2:33]3)[C@@H:19]([C:23]([OH:25])=[O:24])[CH:20]([CH3:22])[CH3:21])(=[O:17])=[O:16])=[CH:13][CH:14]=2)[CH:5]=[CH:6][CH:7]=1. The catalyst class is: 6. (3) Reactant: [NH2:1][C:2]1[CH:9]=[CH:8][C:5]([C:6]#[N:7])=[C:4]([Cl:10])[CH:3]=1.[C:11]1(=[O:17])[O:16][C:14](=[O:15])[CH2:13][CH2:12]1.Cl. Product: [Cl:10][C:4]1[CH:3]=[C:2]([NH:1][C:11](=[O:17])[CH2:12][CH2:13][C:14]([OH:16])=[O:15])[CH:9]=[CH:8][C:5]=1[C:6]#[N:7]. The catalyst class is: 11. (4) Reactant: [CH2:1]1[C@@H:5]([CH2:6][CH2:7][CH2:8][CH2:9][C:10]([OH:12])=[O:11])[S:4][S:3][CH2:2]1.O=S(Cl)Cl. Product: [CH2:1]1[CH:5]([CH2:6][CH2:7][CH2:8][CH2:9][C:10]([OH:12])=[O:11])[S:4][S:3][CH2:2]1. The catalyst class is: 4. (5) Reactant: [Cl:1][C:2]1[C:10]([Cl:11])=[CH:9][C:5]2[N:6]=[CH:7][NH:8][C:4]=2[CH:3]=1.[H-].[Na+].[CH:14]12[O:20][CH:15]1[CH2:16][CH2:17][CH2:18][CH2:19]2.Cl. Product: [Cl:11][C:10]1[C:2]([Cl:1])=[CH:3][C:4]2[N:8]([C@@H:14]3[CH2:19][CH2:18][CH2:17][CH2:16][C@H:15]3[OH:20])[CH:7]=[N:6][C:5]=2[CH:9]=1. The catalyst class is: 9. (6) Reactant: [C:1]1([OH:7])[CH:6]=[CH:5][CH:4]=[CH:3][CH:2]=1.[H-].[Na+].[CH3:10][O:11][CH2:12][CH2:13]Br.O. Product: [CH3:10][O:11][CH2:12][CH2:13][O:7][C:1]1[CH:6]=[CH:5][CH:4]=[CH:3][CH:2]=1. The catalyst class is: 9. (7) Reactant: [N:1]1[N:2]([C:10]2[CH:15]=[C:14]([CH3:16])[CH:13]=[C:12]([CH2:17]Cl)[C:11]=2[OH:19])[N:3]=[C:4]2[CH:9]=[CH:8][CH:7]=[CH:6][C:5]=12.C(=O)(O)[O-:21].[Na+]. Product: [N:1]1[N:2]([C:10]2[CH:15]=[C:14]([CH3:16])[CH:13]=[C:12]([CH2:17][OH:21])[C:11]=2[OH:19])[N:3]=[C:4]2[CH:9]=[CH:8][CH:7]=[CH:6][C:5]=12. The catalyst class is: 30.